From a dataset of Peptide-MHC class I binding affinity with 185,985 pairs from IEDB/IMGT. Regression. Given a peptide amino acid sequence and an MHC pseudo amino acid sequence, predict their binding affinity value. This is MHC class I binding data. (1) The peptide sequence is LPQPPICTI. The MHC is HLA-B07:02 with pseudo-sequence HLA-B07:02. The binding affinity (normalized) is 0.493. (2) The binding affinity (normalized) is 0.335. The peptide sequence is EHIPTMKIF. The MHC is HLA-B39:01 with pseudo-sequence HLA-B39:01. (3) The peptide sequence is QVLQQNNSFI. The MHC is HLA-A02:01 with pseudo-sequence HLA-A02:01. The binding affinity (normalized) is 0.326. (4) The peptide sequence is REAYCQEFSL. The MHC is HLA-B45:01 with pseudo-sequence HLA-B45:01. The binding affinity (normalized) is 0.322. (5) The peptide sequence is ATFRLECPY. The MHC is HLA-A02:06 with pseudo-sequence HLA-A02:06. The binding affinity (normalized) is 0.0847. (6) The peptide sequence is RQFSTAFEF. The MHC is Mamu-B3901 with pseudo-sequence Mamu-B3901. The binding affinity (normalized) is 0.608. (7) The peptide sequence is EIPQFMIGL. The MHC is HLA-B40:01 with pseudo-sequence HLA-B40:01. The binding affinity (normalized) is 0.0847. (8) The peptide sequence is TPIFSDLLKY. The MHC is HLA-B54:01 with pseudo-sequence HLA-B54:01. The binding affinity (normalized) is 0.126. (9) The binding affinity (normalized) is 0. The MHC is HLA-A02:01 with pseudo-sequence HLA-A02:01. The peptide sequence is VIPMFSAL. (10) The peptide sequence is CTDDNALAY. The MHC is HLA-A11:01 with pseudo-sequence HLA-A11:01. The binding affinity (normalized) is 0.394.